Dataset: Peptide-MHC class I binding affinity with 185,985 pairs from IEDB/IMGT. Task: Regression. Given a peptide amino acid sequence and an MHC pseudo amino acid sequence, predict their binding affinity value. This is MHC class I binding data. (1) The peptide sequence is IEDAMPGVL. The MHC is HLA-B18:01 with pseudo-sequence HLA-B18:01. The binding affinity (normalized) is 0.493. (2) The peptide sequence is ATLNTLITLI. The MHC is HLA-A02:01 with pseudo-sequence HLA-A02:01. The binding affinity (normalized) is 0.418. (3) The peptide sequence is MLDPRFVKQ. The binding affinity (normalized) is 0.0847. The MHC is HLA-A02:12 with pseudo-sequence HLA-A02:12. (4) The peptide sequence is PYYFANNKF. The MHC is HLA-A24:02 with pseudo-sequence HLA-A24:02. The binding affinity (normalized) is 0.0785. (5) The peptide sequence is HFISNSWLM. The MHC is HLA-A29:02 with pseudo-sequence HLA-A29:02. The binding affinity (normalized) is 1.00.